Dataset: Reaction yield outcomes from USPTO patents with 853,638 reactions. Task: Predict the reaction yield, written as a fraction of the theoretical maximum amount of product (1.0 means a 100% yield; for example, 0.34 means a 34% yield). (1) The reactants are O[C:2]1[N:3]=[C:4]2[CH:12]=[C:11](/[CH:13]=[CH:14]/[C:15]3[S:16][CH:17]=[C:18]([CH:20]([CH3:22])[CH3:21])[N:19]=3)[CH:10]=[CH:9][N:5]2[C:6](=[O:8])[CH:7]=1.C1(C)C=CC(S(Cl)(=O)=O)=CC=1.C(N(CC)CC)C.Cl.[CH3:42][NH:43][C:44]([CH:46]1[CH2:51][CH2:50][CH2:49][NH:48][CH2:47]1)=[O:45]. The catalyst is O1CCCC1.CN(C)C1C=CN=CC=1.CN(C)C=O. The product is [CH3:42][NH:43][C:44]([CH:46]1[CH2:51][CH2:50][CH2:49][N:48]([C:2]2[N:3]=[C:4]3[CH:12]=[C:11](/[CH:13]=[CH:14]/[C:15]4[S:16][CH:17]=[C:18]([CH:20]([CH3:22])[CH3:21])[N:19]=4)[CH:10]=[CH:9][N:5]3[C:6](=[O:8])[CH:7]=2)[CH2:47]1)=[O:45]. The yield is 0.790. (2) The reactants are C(N(CC)CC)C.[Cl:8][CH2:9][CH2:10][CH2:11][C:12](Cl)=[O:13].[CH2:15]([O:22][C:23]1[C:24]([CH3:32])=[C:25]([CH3:31])[C:26]([NH2:30])=[N:27][C:28]=1[CH3:29])[C:16]1[CH:21]=[CH:20][CH:19]=[CH:18][CH:17]=1. The catalyst is C(Cl)Cl. The product is [CH2:15]([O:22][C:23]1[C:24]([CH3:32])=[C:25]([CH3:31])[C:26]([NH:30][C:12](=[O:13])[CH2:11][CH2:10][CH2:9][Cl:8])=[N:27][C:28]=1[CH3:29])[C:16]1[CH:17]=[CH:18][CH:19]=[CH:20][CH:21]=1. The yield is 0.140. (3) The reactants are [F:1][C:2]1[CH:7]=[CH:6][C:5]([NH:8][C:9]([C:11]2([C:14]([NH:16][C:17]3[CH:22]=[CH:21][C:20]([O:23][C:24]4[C:33]5[C:28](=[CH:29][C:30]([OH:36])=[C:31]([O:34][CH3:35])[CH:32]=5)[N:27]=[CH:26][N:25]=4)=[C:19]([F:37])[CH:18]=3)=[O:15])[CH2:13][CH2:12]2)=[O:10])=[CH:4][CH:3]=1.O[CH2:39][CH2:40][CH2:41][N:42]1[CH2:47][CH2:46][O:45][CH2:44][CH2:43]1.C1(P(C2C=CC=CC=2)C2C=CC=CC=2)C=CC=CC=1.N(C(OC(C)C)=O)=NC(OC(C)C)=O. The catalyst is ClCCl. The product is [F:37][C:19]1[CH:18]=[C:17]([NH:16][C:14]([C:11]2([C:9]([NH:8][C:5]3[CH:4]=[CH:3][C:2]([F:1])=[CH:7][CH:6]=3)=[O:10])[CH2:13][CH2:12]2)=[O:15])[CH:22]=[CH:21][C:20]=1[O:23][C:24]1[C:33]2[C:28](=[CH:29][C:30]([O:36][CH2:39][CH2:40][CH2:41][N:42]3[CH2:47][CH2:46][O:45][CH2:44][CH2:43]3)=[C:31]([O:34][CH3:35])[CH:32]=2)[N:27]=[CH:26][N:25]=1. The yield is 0.470. (4) The reactants are [CH3:1][O:2][C:3]1[CH:8]=[CH:7][CH:6]=[C:5]([O:9][CH3:10])[C:4]=1[OH:11].Br[CH2:13][C:14]([O:16][CH2:17][CH3:18])=[O:15].C([O-])([O-])=O.[K+].[K+]. The catalyst is CN(C=O)C. The product is [CH3:10][O:9][C:5]1[CH:6]=[CH:7][CH:8]=[C:3]([O:2][CH3:1])[C:4]=1[O:11][CH2:13][C:14]([O:16][CH2:17][CH3:18])=[O:15]. The yield is 0.916. (5) The reactants are [OH-].[Na+].[Cl:3][C:4]1[CH:12]=[C:11]2[C:7]([CH:8]=[CH:9][NH:10]2)=[CH:6][C:5]=1[F:13].Cl.Cl[CH2:16][CH2:17][NH2:18].O. The catalyst is S([O-])(O)(=O)=O.C([N+](CCCC)(CCCC)CCCC)CCC.C(#N)C. The product is [Cl:3][C:4]1[CH:12]=[C:11]2[C:7]([CH:8]=[CH:9][N:10]2[CH2:16][CH2:17][NH2:18])=[CH:6][C:5]=1[F:13]. The yield is 0.800. (6) The reactants are Cl[C:2]([N:4]1[CH2:9][CH2:8][N:7]([C:10]([O:12][CH2:13][C:14]2[CH:19]=[CH:18][CH:17]=[CH:16][CH:15]=2)=[O:11])[CH2:6][CH2:5]1)=[O:3].[Cl:20][C:21]1[CH:38]=[CH:37][C:24]([CH2:25][NH:26][CH2:27][CH2:28][NH:29][C:30](=[O:36])[O:31][C:32]([CH3:35])([CH3:34])[CH3:33])=[CH:23][CH:22]=1.CCN(C(C)C)C(C)C. The catalyst is ClCCl. The product is [C:32]([O:31][C:30]([NH:29][CH2:28][CH2:27][N:26]([CH2:25][C:24]1[CH:37]=[CH:38][C:21]([Cl:20])=[CH:22][CH:23]=1)[C:2]([N:4]1[CH2:9][CH2:8][N:7]([C:10]([O:12][CH2:13][C:14]2[CH:19]=[CH:18][CH:17]=[CH:16][CH:15]=2)=[O:11])[CH2:6][CH2:5]1)=[O:3])=[O:36])([CH3:35])([CH3:33])[CH3:34]. The yield is 0.380. (7) The reactants are CC1(C)C(C)(C)OB([C:9]2[CH:10]=[CH:11][C:12]([C:15]#[N:16])=[N:13][CH:14]=2)O1.[CH3:18][N:19]1[CH:23]=[CH:22][C:21]([NH:24][C:25]([C:27]2[CH:37]=[C:36]([OH:38])[C:30]3[CH2:31][C:32]([CH3:35])([CH3:34])[O:33][C:29]=3[CH:28]=2)=[O:26])=[N:20]1.CCN(CC)CC. The catalyst is C(Cl)Cl.CC([O-])=O.CC([O-])=O.[Cu+2]. The product is [CH3:18][N:19]1[CH:23]=[CH:22][C:21]([NH:24][C:25]([C:27]2[CH:37]=[C:36]([O:38][C:9]3[CH:14]=[N:13][C:12]([C:15]#[N:16])=[CH:11][CH:10]=3)[C:30]3[CH2:31][C:32]([CH3:35])([CH3:34])[O:33][C:29]=3[CH:28]=2)=[O:26])=[N:20]1. The yield is 0.460.